From a dataset of NCI-60 drug combinations with 297,098 pairs across 59 cell lines. Regression. Given two drug SMILES strings and cell line genomic features, predict the synergy score measuring deviation from expected non-interaction effect. Drug 2: C1CCC(C(C1)N)N.C(=O)(C(=O)[O-])[O-].[Pt+4]. Synergy scores: CSS=52.2, Synergy_ZIP=-1.55, Synergy_Bliss=-0.00878, Synergy_Loewe=-7.98, Synergy_HSA=3.35. Cell line: NCI-H522. Drug 1: C1=CC(=C2C(=C1NCCNCCO)C(=O)C3=C(C=CC(=C3C2=O)O)O)NCCNCCO.